This data is from Forward reaction prediction with 1.9M reactions from USPTO patents (1976-2016). The task is: Predict the product of the given reaction. (1) The product is: [I:16][C:14]1[CH:15]=[C:10]2[N:9]=[C:8]([NH:17][C:18](=[O:22])[O:19][CH2:20][CH3:21])[N:7]([CH2:6][C:5]3[CH:23]=[CH:24][C:2]([O:1][CH2:40][C:41]4[CH:42]=[CH:43][C:44]([C:47]([F:52])([F:53])[C:48]([F:49])([F:50])[F:51])=[CH:45][CH:46]=4)=[C:3]([O:25][CH3:26])[CH:4]=3)[C:11]2=[N:12][CH:13]=1. Given the reactants [OH:1][C:2]1[CH:24]=[CH:23][C:5]([CH2:6][N:7]2[C:11]3=[N:12][CH:13]=[C:14]([I:16])[CH:15]=[C:10]3[N:9]=[C:8]2[NH:17][C:18](=[O:22])[O:19][CH2:20][CH3:21])=[CH:4][C:3]=1[O:25][CH3:26].[OH-].[Na+].CC1C=CC(S(O[CH2:40][C:41]2[CH:46]=[CH:45][C:44]([C:47]([F:53])([F:52])[C:48]([F:51])([F:50])[F:49])=[CH:43][CH:42]=2)(=O)=O)=CC=1, predict the reaction product. (2) Given the reactants Cl[C:2]1[C:7]2=[CH:8][N:9]([C:11]3[C:16]([Cl:17])=[CH:15][CH:14]=[CH:13][C:12]=3[Cl:18])[N:10]=[C:6]2[CH:5]=[CH:4][N:3]=1.[CH:19]1([C:22]([NH2:24])=[O:23])[CH2:21][CH2:20]1.CC1(C)C2C(=C(P(C3C=CC=CC=3)C3C=CC=CC=3)C=CC=2)OC2C(P(C3C=CC=CC=3)C3C=CC=CC=3)=CC=CC1=2.C([O-])([O-])=O.[Cs+].[Cs+], predict the reaction product. The product is: [Cl:18][C:12]1[CH:13]=[CH:14][CH:15]=[C:16]([Cl:17])[C:11]=1[N:9]1[CH:8]=[C:7]2[C:2]([NH:24][C:22]([CH:19]3[CH2:21][CH2:20]3)=[O:23])=[N:3][CH:4]=[CH:5][C:6]2=[N:10]1. (3) Given the reactants [CH2:1]([Zn]CC)C.FC(F)(F)C(O)=O.ICI.[C@@H:16]1([C:26]([O:28][CH2:29][C:30]2[CH:35]=[CH:34][CH:33]=[CH:32][CH:31]=2)=[O:27])[CH2:21][CH:20]=[CH:19][CH2:18][C@@H:17]1[C:22]([O:24][CH3:25])=[O:23], predict the reaction product. The product is: [CH:20]12[CH2:1][CH:19]1[CH2:18][C@H:17]([C:22]([O:24][CH3:25])=[O:23])[C@H:16]([C:26]([O:28][CH2:29][C:30]1[CH:35]=[CH:34][CH:33]=[CH:32][CH:31]=1)=[O:27])[CH2:21]2. (4) Given the reactants C[O:2][C:3]([C:5]1([CH3:33])[O:10][CH2:9][CH:8]([CH2:11][C:12]2[CH:17]=[CH:16][C:15]([O:18][CH2:19][CH2:20][C:21]3[N:22]=[C:23]([C:27]4[CH:32]=[CH:31][CH:30]=[CH:29][CH:28]=4)[O:24][C:25]=3[CH3:26])=[CH:14][CH:13]=2)[CH2:7][O:6]1)=[O:4].[OH-].[Na+], predict the reaction product. The product is: [CH3:33][C:5]1([C:3]([OH:4])=[O:2])[O:6][CH2:7][CH:8]([CH2:11][C:12]2[CH:13]=[CH:14][C:15]([O:18][CH2:19][CH2:20][C:21]3[N:22]=[C:23]([C:27]4[CH:28]=[CH:29][CH:30]=[CH:31][CH:32]=4)[O:24][C:25]=3[CH3:26])=[CH:16][CH:17]=2)[CH2:9][O:10]1. (5) Given the reactants [C:1](OC(=O)C)(=[O:3])C.C(O)=O.[NH2:11][C:12]1[CH:17]=[CH:16][C:15]([CH2:18][C:19]([O:21][CH3:22])=[O:20])=[CH:14][CH:13]=1, predict the reaction product. The product is: [CH3:22][O:21][C:19](=[O:20])[CH2:18][C:15]1[CH:14]=[CH:13][C:12]([NH:11][CH:1]=[O:3])=[CH:17][CH:16]=1. (6) Given the reactants C(O[C:6](=O)[NH:7][CH:8]([CH2:12][O:13][C:14]1[CH:23]=[CH:22][C:21]2[C:16](=[CH:17][CH:18]=[C:19](Br)[CH:20]=2)[CH:15]=1)[CH:9]([CH3:11])[CH3:10])(C)(C)C.B1(B2OC(C)(C)C(C)(C)O2)O[C:29](C)(C)[C:28](C)([CH3:33])O1.C([O-])(=O)C.[K+].Br[C:50]1[C:58]2[C:53](=[CH:54][CH:55]=[C:56]([C:59]#[N:60])[CH:57]=2)[N:52]([CH:61]2[CH2:66][CH2:65][CH2:64][CH2:63][O:62]2)[N:51]=1.P([O-])([O-])([O-])=O.[K+].[K+].[K+], predict the reaction product. The product is: [CH3:11][CH:9]([CH3:10])[CH:8]([N:7]1[CH2:6][CH2:33][CH2:28][CH2:29]1)[CH2:12][O:13][C:14]1[CH:15]=[C:16]2[C:21](=[CH:22][CH:23]=1)[CH:20]=[C:19]([C:50]1[C:58]3[C:53](=[CH:54][CH:55]=[C:56]([C:59]#[N:60])[CH:57]=3)[N:52]([CH:61]3[CH2:66][CH2:65][CH2:64][CH2:63][O:62]3)[N:51]=1)[CH:18]=[CH:17]2. (7) Given the reactants [N+:1]([C:4]1[CH:5]=[CH:6][C:7]([NH:10][C:11](=[O:13])[CH3:12])=[N:8][CH:9]=1)([O-])=O.C1(C)C=CC(S([O-])(=O)=O)=CC=1.[CH2:25]([N:32]1[C:36](=[O:37])[C:35](=[C:38]2[N:42]([CH3:43])[C:41]3[CH:44]=[CH:45][CH:46]=[CH:47][C:40]=3[S:39]2)[S:34][CH2+:33]1SC)[C:26]1[CH:31]=[CH:30][CH:29]=[CH:28][CH:27]=1, predict the reaction product. The product is: [CH2:25]([N:32]1[C:36](=[O:37])[C:35](=[C:38]2[N:42]([CH3:43])[C:41]3[CH:44]=[CH:45][CH:46]=[CH:47][C:40]=3[S:39]2)[S:34][C:33]1=[N:1][C:4]1[CH:5]=[CH:6][C:7]([NH:10][C:11](=[O:13])[CH3:12])=[N:8][CH:9]=1)[C:26]1[CH:27]=[CH:28][CH:29]=[CH:30][CH:31]=1.